This data is from Reaction yield outcomes from USPTO patents with 853,638 reactions. The task is: Predict the reaction yield, written as a fraction of the theoretical maximum amount of product (1.0 means a 100% yield; for example, 0.34 means a 34% yield). The reactants are [F:1][C:2]1[CH:7]=[CH:6][C:5]([NH:8][C:9]([C:11]2([C:14]([NH:16][C:17]3[CH:22]=[CH:21][C:20]([OH:23])=[C:19]([F:24])[CH:18]=3)=[O:15])[CH2:13][CH2:12]2)=[O:10])=[CH:4][CH:3]=1.[CH2:25]([O:32][C:33]1[CH:42]=[C:41]2[C:36]([C:37](OS(C(F)(F)F)(=O)=O)=[CH:38][CH:39]=[N:40]2)=[CH:35][C:34]=1[O:51][CH3:52])[C:26]1[CH:31]=[CH:30][CH:29]=[CH:28][CH:27]=1.N1C(C)=CC=CC=1C. No catalyst specified. The product is [F:1][C:2]1[CH:3]=[CH:4][C:5]([NH:8][C:9]([C:11]2([C:14]([NH:16][C:17]3[CH:22]=[CH:21][C:20]([O:23][C:37]4[C:36]5[C:41](=[CH:42][C:33]([O:32][CH2:25][C:26]6[CH:31]=[CH:30][CH:29]=[CH:28][CH:27]=6)=[C:34]([O:51][CH3:52])[CH:35]=5)[N:40]=[CH:39][CH:38]=4)=[C:19]([F:24])[CH:18]=3)=[O:15])[CH2:13][CH2:12]2)=[O:10])=[CH:6][CH:7]=1. The yield is 0.480.